The task is: Binary Classification. Given a miRNA mature sequence and a target amino acid sequence, predict their likelihood of interaction.. This data is from Experimentally validated miRNA-target interactions with 360,000+ pairs, plus equal number of negative samples. (1) The miRNA is hsa-miR-5588-3p with sequence AAGUCCCACUAAUGCCAGC. The protein sequence of the target gene is MELKKSPDGGWGWVIVFVSFLTQFLCYGSPLAVGVLYIEWLDAFGEGKGKTAWVGSLASGVGLLASPVCSLCVSSFGARPVTIFSGFMVAGGLMLSSFAPNIYFLFFSYGIVVGLGCGLLYTATVTITCQYFDDRRGLALGLISTGSSVGLFIYAALQRMLVEFYGLDGCLLIVGALALNILACGSLMRPLQSSDCPLPKKIAPEDLPDKYSIYNEKGKNLEENINILDKSYSSEEKCRITLANGDWKQDSLLHKNPTVTHTKEPETYKKKVAEQTYFCKQLAKRKWQLYKNYCGETVAL.... Result: 1 (interaction). (2) The miRNA is hsa-miR-543 with sequence AAACAUUCGCGGUGCACUUCUU. The protein sequence of the target gene is MAAMSLLRRVSVTAVAALSGRPLGTRLGFGGFLTRGFPKAAAPVRHSGDHGKRLFVIRPSRFYDRRFLKLLRFYIALTGIPVAIFITLVNVFIGQAELAEIPEGYVPEHWEYYKHPISRWIARNFYDSPEKIYERTMAVLQIEAEKAELRVKELEVRKLMHVRGDGPWYYYETIDKELIDHSPKATPDN. Result: 1 (interaction). (3) The miRNA is hsa-miR-6827-5p with sequence UGGGAGCCAUGAGGGUCUGUGC. The protein sequence of the target gene is MVNSCCGSVCSDQGCGLENCCRPSYCQTTCCRTTCCRPSCCVSSCCRPQCCQTTCCRTTCCHPSCCVSSCCRPQCCQSVCCQPTCCRPQCCQTTCCRTTCCRPSCCRPQCCQSVCCQPTCCCPSYCVSSCCRPQCCQTTCCRTTCCRPSCCVSRCYRPHCGQSLCC. Result: 0 (no interaction). (4) The miRNA is hsa-miR-27b-3p with sequence UUCACAGUGGCUAAGUUCUGC. The protein sequence of the target gene is MNAAVVRRTQEALGKVIRRPPLTEKLLSKPPFRYLHDIITEVIRMTGFMKGLYTDAEMKSDNVKDKDAKISFLQKAIDVVVMVSGEPLLAKPARIVAGHEPERTNELLQIIGKCCLNKLSSDDAVRRVLAGEKGEVKGRASLTSRSQELDNKNVREEESRVHKNTEDRGDAEIKERSTSRDRKQKEELKEDRKPREKDKDKEKAKENGGNRHREGERERAKARARPDNERQKDRGNRERDRDSERKKETERKSEGGKEKERLRDRDRERDRDKGKDRDRRRVKNGEHSWDLDREKNREHD.... Result: 0 (no interaction). (5) The miRNA is hsa-miR-3124-3p with sequence ACUUUCCUCACUCCCGUGAAGU. The protein sequence of the target gene is MEGGAYGAGKAGGAFDPYTLVRQPHTILRVVSWLFSIVVFGSIVNEGYLNSASEGEEFCIYNRNPNACSYGVAVGVLAFLTCLLYLALDVYFPQISSVKDRKKAVLSDIGVSAFWAFLWFVGFCYLANQWQVSKPKDNPLNEGTDAARAAIAFSFFSIFTWAGQAVLAFQRYQIGADSALFSQDYMDPSQDSSMPYAPYVEPTGPDPAGMGGTYQQPANTFDTEPQGYQSQGY. Result: 1 (interaction). (6) The miRNA is hsa-miR-619-5p with sequence GCUGGGAUUACAGGCAUGAGCC. The protein sequence of the target gene is MALTSFLPAPTQLSQDQLEAEERARSQRSLQTSLVSSRREPPPYGYRKGWIPRLLEDFGDGGAFPEIHVAQYPLDMGRKKKMSNALAIQVDPEGKIKYDAIARQGQSKDKVIYSKYTDLVPKEVMNADDPDLQRPDEEAIKEITEKTRVALEKSVSQKVAAAMPVRAADKLAPAQYIRYTPSQQGVAFNSGAKQRVIRMVEMQKEPMEPPRFKINKKIPRGPPSPPAPVMHSPSRKMTVKEQQEWKIPPCISNWKNAKGYTIPIDKRLAADGRGLQTVHINENFAKLAEALYIADRKARE.... Result: 0 (no interaction).